This data is from Experimentally validated miRNA-target interactions with 360,000+ pairs, plus equal number of negative samples. The task is: Binary Classification. Given a miRNA mature sequence and a target amino acid sequence, predict their likelihood of interaction. (1) The miRNA is hsa-miR-6862-5p with sequence CGGGCAUGCUGGGAGAGACUUU. The protein sequence of the target gene is MDDQGCPRCKTTKYRNPSLKLMVNVCGHTLCESCVDLLFVRGAGNCPECGTPLRKSNFRVQLFEDPTVDKEVEIRKKVLKIYNKREEDFPSLREYNDFLEEVEEIVFNLTNNVDLENTKKKMEIYQKENKDVIQKNKLKLTREQEELEEALEVERQEHEQRRLFIQKEEELQQALKRKNKQAFLDELESSDLPVALLLAQHKDRSTQLEMQLEKPRSMKPVTFSTGIKMGQQISLAPIQKLEEALYEYQPLQIETCGPQVPEQELLGRLGYLNHVRAASPQDLAGGYTSSLACHRALQDA.... Result: 0 (no interaction). (2) The miRNA is dme-miR-2c-3p with sequence UAUCACAGCCAGCUUUGAUGGGC. The protein sequence of the target gene is MCGSALAFLTAALLSLHNCQRGPALVLGAAWVFSLVLGLGQSEHNRCGSANVVSCARCLQLGPECGWCVQEDFVSGGSGSERCDTVSSLISKGCPVDSIEYLSVHVVTSSENEINTQVTPGEVSVQLHPGAEANFMLKVRPLKKYPVDLYYLVDVSASMHNNIEKLNSVGNDLSKKMALYSRDFRLGFGSYVDKTVSPYISIHPERIHNQCSDYNLDCMPPHGYIHVLSLTENITEFEKAVHRQKISGNIDTPEGGFDAMLQAAVCESHIGWRKEAKRLLLVMTDQTSHLALDSKLAGIV.... Result: 0 (no interaction).